This data is from NCI-60 drug combinations with 297,098 pairs across 59 cell lines. The task is: Regression. Given two drug SMILES strings and cell line genomic features, predict the synergy score measuring deviation from expected non-interaction effect. (1) Drug 1: CC1=C2C(C(=O)C3(C(CC4C(C3C(C(C2(C)C)(CC1OC(=O)C(C(C5=CC=CC=C5)NC(=O)C6=CC=CC=C6)O)O)OC(=O)C7=CC=CC=C7)(CO4)OC(=O)C)O)C)OC(=O)C. Drug 2: C1=CC=C(C=C1)NC(=O)CCCCCCC(=O)NO. Cell line: SF-295. Synergy scores: CSS=6.79, Synergy_ZIP=-2.56, Synergy_Bliss=-0.167, Synergy_Loewe=-5.38, Synergy_HSA=-1.71. (2) Drug 1: C1CCC(C1)C(CC#N)N2C=C(C=N2)C3=C4C=CNC4=NC=N3. Drug 2: CC12CCC(CC1=CCC3C2CCC4(C3CC=C4C5=CN=CC=C5)C)O. Cell line: SNB-75. Synergy scores: CSS=-2.05, Synergy_ZIP=2.42, Synergy_Bliss=0.719, Synergy_Loewe=-3.85, Synergy_HSA=-2.99. (3) Drug 1: C1CN1P(=S)(N2CC2)N3CC3. Drug 2: CN1C2=C(C=C(C=C2)N(CCCl)CCCl)N=C1CCCC(=O)O.Cl. Cell line: MDA-MB-435. Synergy scores: CSS=-1.93, Synergy_ZIP=0.0589, Synergy_Bliss=-0.579, Synergy_Loewe=0.669, Synergy_HSA=-2.32. (4) Drug 1: CN1C(=O)N2C=NC(=C2N=N1)C(=O)N. Drug 2: CS(=O)(=O)OCCCCOS(=O)(=O)C. Cell line: 786-0. Synergy scores: CSS=2.50, Synergy_ZIP=-1.49, Synergy_Bliss=-0.655, Synergy_Loewe=-3.34, Synergy_HSA=-1.12. (5) Drug 1: CC1OCC2C(O1)C(C(C(O2)OC3C4COC(=O)C4C(C5=CC6=C(C=C35)OCO6)C7=CC(=C(C(=C7)OC)O)OC)O)O. Drug 2: CCC1(C2=C(COC1=O)C(=O)N3CC4=CC5=C(C=CC(=C5CN(C)C)O)N=C4C3=C2)O.Cl. Cell line: SK-MEL-28. Synergy scores: CSS=17.9, Synergy_ZIP=-6.53, Synergy_Bliss=3.13, Synergy_Loewe=-0.269, Synergy_HSA=1.81. (6) Drug 1: CC1=C(C=C(C=C1)C(=O)NC2=CC(=CC(=C2)C(F)(F)F)N3C=C(N=C3)C)NC4=NC=CC(=N4)C5=CN=CC=C5. Drug 2: CC1C(C(CC(O1)OC2CC(CC3=C2C(=C4C(=C3O)C(=O)C5=CC=CC=C5C4=O)O)(C(=O)C)O)N)O. Synergy scores: CSS=42.8, Synergy_ZIP=3.15, Synergy_Bliss=1.96, Synergy_Loewe=-28.9, Synergy_HSA=0.438. Cell line: MOLT-4. (7) Drug 2: CC1C(C(CC(O1)OC2CC(OC(C2O)C)OC3=CC4=CC5=C(C(=O)C(C(C5)C(C(=O)C(C(C)O)O)OC)OC6CC(C(C(O6)C)O)OC7CC(C(C(O7)C)O)OC8CC(C(C(O8)C)O)(C)O)C(=C4C(=C3C)O)O)O)O. Cell line: HOP-62. Synergy scores: CSS=3.26, Synergy_ZIP=1.03, Synergy_Bliss=0.666, Synergy_Loewe=-0.411, Synergy_HSA=-1.13. Drug 1: CC12CCC(CC1=CCC3C2CCC4(C3CC=C4C5=CN=CC=C5)C)O. (8) Drug 1: CNC(=O)C1=CC=CC=C1SC2=CC3=C(C=C2)C(=NN3)C=CC4=CC=CC=N4. Drug 2: CC1=C(C(CCC1)(C)C)C=CC(=CC=CC(=CC(=O)O)C)C. Cell line: U251. Synergy scores: CSS=2.44, Synergy_ZIP=-2.42, Synergy_Bliss=-6.93, Synergy_Loewe=-20.4, Synergy_HSA=-12.3. (9) Drug 1: CN(C)C1=NC(=NC(=N1)N(C)C)N(C)C. Drug 2: CC(C)(C#N)C1=CC(=CC(=C1)CN2C=NC=N2)C(C)(C)C#N. Cell line: DU-145. Synergy scores: CSS=-3.14, Synergy_ZIP=6.92, Synergy_Bliss=0.187, Synergy_Loewe=-2.56, Synergy_HSA=-3.72. (10) Drug 2: C#CCC(CC1=CN=C2C(=N1)C(=NC(=N2)N)N)C3=CC=C(C=C3)C(=O)NC(CCC(=O)O)C(=O)O. Drug 1: C1CN1P(=S)(N2CC2)N3CC3. Cell line: MOLT-4. Synergy scores: CSS=86.2, Synergy_ZIP=0.883, Synergy_Bliss=0.462, Synergy_Loewe=-2.46, Synergy_HSA=0.600.